This data is from Reaction yield outcomes from USPTO patents with 853,638 reactions. The task is: Predict the reaction yield, written as a fraction of the theoretical maximum amount of product (1.0 means a 100% yield; for example, 0.34 means a 34% yield). (1) The reactants are [CH:1]1[C:13]2[CH:12]([CH2:14][O:15][C:16]([NH:18][CH2:19][CH2:20][N:21]([CH2:31][C:32]([O:34]C(C)(C)C)=[O:33])[S:22]([CH2:25][CH2:26][CH2:27][N:28]=[N+:29]=[N-:30])(=[O:24])=[O:23])=[O:17])[C:11]3[C:6](=[CH:7][CH:8]=[CH:9][CH:10]=3)[C:5]=2[CH:4]=[CH:3][CH:2]=1.FC(F)(F)C(O)=O. The catalyst is C(Cl)Cl. The product is [CH:10]1[C:11]2[CH:12]([CH2:14][O:15][C:16]([NH:18][CH2:19][CH2:20][N:21]([CH2:31][C:32]([OH:34])=[O:33])[S:22]([CH2:25][CH2:26][CH2:27][N:28]=[N+:29]=[N-:30])(=[O:23])=[O:24])=[O:17])[C:13]3[C:5](=[CH:4][CH:3]=[CH:2][CH:1]=3)[C:6]=2[CH:7]=[CH:8][CH:9]=1. The yield is 0.960. (2) The reactants are [CH3:1][O:2][C:3]1[CH:8]=[CH:7][N:6]=[C:5]([C:9]2[NH:10][CH:11]=[CH:12][N:13]=2)[CH:4]=1.[H-].[Na+].[CH3:16]OS(C1C=CC(C)=CC=1)(=O)=O. The catalyst is CN(C=O)C. The product is [CH3:1][O:2][C:3]1[CH:8]=[CH:7][N:6]=[C:5]([C:9]2[N:13]([CH3:16])[CH:12]=[CH:11][N:10]=2)[CH:4]=1. The yield is 0.450. (3) The reactants are [CH3:1][CH2:2][O:3][C:4]([C:6]1[NH:10][C:9]([C:11]([O:13][C:14]([CH3:17])([CH3:16])[CH3:15])=[O:12])=[CH:8][N:7]=1)=[O:5].C(=O)([O-])[O-].[K+].[K+].Br[CH2:25][C:26]1[CH:30]=[C:29]([C:31]2[S:32][C:33]([Cl:36])=[CH:34][CH:35]=2)[O:28][N:27]=1. The catalyst is CN(C=O)C. The product is [CH3:1][CH2:2][O:3][C:4]([C:6]1[N:10]([CH2:25][C:26]2[CH:30]=[C:29]([C:31]3[S:32][C:33]([Cl:36])=[CH:34][CH:35]=3)[O:28][N:27]=2)[C:9]([C:11]([O:13][C:14]([CH3:16])([CH3:15])[CH3:17])=[O:12])=[CH:8][N:7]=1)=[O:5]. The yield is 0.720.